This data is from Full USPTO retrosynthesis dataset with 1.9M reactions from patents (1976-2016). The task is: Predict the reactants needed to synthesize the given product. (1) Given the product [CH3:21][C:20]([CH3:22])=[CH:19][CH2:18][C:9]1[C:10]([OH:16])=[CH:11][CH:12]=[C:13]([C:14](/[CH:15]=[CH:6]/[C:5]2[CH:23]=[CH:24][C:25]([OH:27])=[CH:26][CH:4]=2)=[O:29])[C:8]=1[OH:7], predict the reactants needed to synthesize it. The reactants are: [Na+].[Cl-].O[C:4]1[CH:26]=[C:25]([OH:27])[CH:24]=[CH:23][C:5]=1[C@@H:6]1[CH2:15][CH2:14][C:13]2[C:8](=[C:9]([CH2:18][CH:19]=[C:20]([CH3:22])[CH3:21])[C:10]([O:16]C)=[CH:11][CH:12]=2)[O:7]1.C[OH:29]. (2) Given the product [OH:17][C:15]1[C:14]([I:18])=[CH:13][C:9]2[CH:10]([CH3:12])[CH2:11][NH:5][CH2:6][CH2:7][C:8]=2[CH:16]=1, predict the reactants needed to synthesize it. The reactants are: FC(F)(F)C([N:5]1[CH2:11][CH:10]([CH3:12])[C:9]2[CH:13]=[C:14]([I:18])[C:15]([OH:17])=[CH:16][C:8]=2[CH2:7][CH2:6]1)=O.[OH-].[Na+]. (3) Given the product [CH3:17][O:18][C:19]1[CH:24]=[CH:23][C:22]([NH:25][C:26](=[S:27])[NH:1][CH2:2][CH2:3][NH:4][C:5](=[O:16])[C@H:6]([NH:9][C:10](=[O:15])[C:11]([F:14])([F:12])[F:13])[CH2:7][CH3:8])=[CH:21][CH:20]=1, predict the reactants needed to synthesize it. The reactants are: [NH2:1][CH2:2][CH2:3][NH:4][C:5](=[O:16])[C@@H:6]([NH:9][C:10](=[O:15])[C:11]([F:14])([F:13])[F:12])[CH2:7][CH3:8].[CH3:17][O:18][C:19]1[CH:24]=[CH:23][C:22]([N:25]=[C:26]=[S:27])=[CH:21][CH:20]=1. (4) Given the product [C:29]([C:31]1[CH:32]=[C:33]([CH:37]=[CH:38][CH:39]=1)[C:34]([N:14]1[C:15]2[C:20](=[CH:19][C:18]([C:21]#[N:22])=[CH:17][CH:16]=2)[C:12]([CH3:11])=[C:13]1[C:23]1[CH:24]=[N:25][CH:26]=[CH:27][CH:28]=1)=[O:35])#[N:30], predict the reactants needed to synthesize it. The reactants are: C[Si]([N-][Si](C)(C)C)(C)C.[K+].[CH3:11][C:12]1[C:20]2[C:15](=[CH:16][CH:17]=[C:18]([C:21]#[N:22])[CH:19]=2)[NH:14][C:13]=1[C:23]1[CH:24]=[N:25][CH:26]=[CH:27][CH:28]=1.[C:29]([C:31]1[CH:32]=[C:33]([CH:37]=[CH:38][CH:39]=1)[C:34](Cl)=[O:35])#[N:30].[Cl-].[NH4+]. (5) The reactants are: [N+:1]([C:4]1[C:9]2[N:10]=[C:11]([NH:13][CH:14]3[CH2:19][CH2:18][NH:17][CH2:16][CH2:15]3)[O:12][C:8]=2[CH:7]=[CH:6][CH:5]=1)([O-:3])=[O:2].[CH2:20]([O:22][C:23]1[CH:24]=[C:25]([CH:28]=[CH:29][C:30]=1[F:31])[CH:26]=O)[CH3:21].OC1C=C(C=CC=1F)C(O)=O.ClC1C=CC(C=O)=CC=1OCC.C([BH3-])#N.[Na+].C(N(C(C)C)C(C)C)C. Given the product [CH2:20]([O:22][C:23]1[CH:24]=[C:25]([CH:28]=[CH:29][C:30]=1[F:31])[CH2:26][N:17]1[CH2:18][CH2:19][CH:14]([NH:13][C:11]2[O:12][C:8]3[CH:7]=[CH:6][CH:5]=[C:4]([N+:1]([O-:3])=[O:2])[C:9]=3[N:10]=2)[CH2:15][CH2:16]1)[CH3:21], predict the reactants needed to synthesize it. (6) Given the product [F:23][C:21]1[CH:20]=[CH:19][C:17]2[N:18]=[C:14]([NH:13][C@H:9]3[CH2:10][CH2:11][CH2:12][C@@H:8]3[N:6]([CH3:7])[C:4](=[O:5])[C:3]3[CH:24]=[CH:25][CH:26]=[CH:27][C:2]=3[N:48]3[N:49]=[CH:50][CH:51]=[N:47]3)[S:15][C:16]=2[CH:22]=1, predict the reactants needed to synthesize it. The reactants are: F[C:2]1[CH:27]=[CH:26][CH:25]=[C:24](F)[C:3]=1[C:4]([N:6]([C@H:8]1[CH2:12][CH2:11][CH2:10][C@@H:9]1[NH:13][C:14]1[S:15][C:16]2[CH:22]=[C:21]([F:23])[CH:20]=[CH:19][C:17]=2[N:18]=1)[CH3:7])=[O:5].FC1C=CC2N=C(N[C@H]3CCC[C@@H]3NC)SC=2C=1.[N:47]1[N:48](C2C=CC=CC=2C(O)=O)[N:49]=[CH:50][CH:51]=1. (7) Given the product [CH2:40]([O:1][C:2]1[CH:11]=[C:10]2[C:5]([C:6]([CH2:23][C:24]3[CH:29]=[CH:28][C:27]([O:30][CH2:31][CH2:32][N:33]4[CH2:34][CH2:35][CH2:36][CH2:37]4)=[CH:26][CH:25]=3)=[C:7]([C:13]3[CH:18]=[CH:17][C:16]([C:19]([F:20])([F:21])[F:22])=[CH:15][CH:14]=3)[C:8](=[O:12])[O:9]2)=[CH:4][CH:3]=1)[CH:39]=[CH2:38], predict the reactants needed to synthesize it. The reactants are: [OH:1][C:2]1[CH:11]=[C:10]2[C:5]([C:6]([CH2:23][C:24]3[CH:29]=[CH:28][C:27]([O:30][CH2:31][CH2:32][N:33]4[CH2:37][CH2:36][CH2:35][CH2:34]4)=[CH:26][CH:25]=3)=[C:7]([C:13]3[CH:18]=[CH:17][C:16]([C:19]([F:22])([F:21])[F:20])=[CH:15][CH:14]=3)[C:8](=[O:12])[O:9]2)=[CH:4][CH:3]=1.[CH2:38](O)[CH:39]=[CH2:40].C1(P(C2C=CC=CC=2)C2C=CC=CC=2)C=CC=CC=1.CC(OC(/N=N/C(OC(C)C)=O)=O)C.